Task: Predict the product of the given reaction.. Dataset: Forward reaction prediction with 1.9M reactions from USPTO patents (1976-2016) (1) The product is: [N:4]1[CH:3]=[C:2]([CH:10]=[CH:9][C:8]([O:12][CH2:13][CH3:14])=[O:11])[CH:7]=[N:6][CH:5]=1. Given the reactants Br[C:2]1[CH:3]=[N:4][CH:5]=[N:6][CH:7]=1.[C:8]([O:12][CH2:13][CH3:14])(=[O:11])[CH:9]=[CH2:10].C(N(CC)CC)C, predict the reaction product. (2) Given the reactants CC1C=C(C2C=CC(C3CCNCC3)=NC=2)C=CN=1.O.[NH2:21][NH2:22].[CH:23]([N:26]1[CH2:31][CH2:30][CH:29]([C:32](=O)[CH2:33][CH:34](N2CCOCC2)[C:35]([OH:37])=O)[CH2:28][CH2:27]1)([CH3:25])[CH3:24], predict the reaction product. The product is: [CH:23]([N:26]1[CH2:27][CH2:28][CH:29]([C:32]2[CH:33]=[CH:34][C:35](=[O:37])[NH:21][N:22]=2)[CH2:30][CH2:31]1)([CH3:24])[CH3:25]. (3) Given the reactants Br[C:2]1[CH:3]=[C:4]([C:14]([NH:16][CH2:17][C:18]2[C:19](=[O:28])[NH:20][C:21]([CH3:27])=[CH:22][C:23]=2[CH2:24][O:25][CH3:26])=[O:15])[C:5]2[CH:10]=[N:9][N:8]([CH:11]([CH3:13])[CH3:12])[C:6]=2[N:7]=1.[CH3:29][C:30]1([CH3:41])[CH2:35][C:34](B(O)O)=[CH:33][C:32]([CH3:40])([CH3:39])[NH:31]1.C([O-])([O-])=O.[Na+].[Na+], predict the reaction product. The product is: [CH:11]([N:8]1[C:6]2[N:7]=[C:2]([C:34]3[CH2:33][C:32]([CH3:40])([CH3:39])[NH:31][C:30]([CH3:41])([CH3:29])[CH:35]=3)[CH:3]=[C:4]([C:14]([NH:16][CH2:17][C:18]3[C:19](=[O:28])[NH:20][C:21]([CH3:27])=[CH:22][C:23]=3[CH2:24][O:25][CH3:26])=[O:15])[C:5]=2[CH:10]=[N:9]1)([CH3:13])[CH3:12]. (4) Given the reactants C1C(=O)N(O[C:9]([O:11][N:12]2[C:17](=[O:18])[CH2:16][CH2:15][C:13]2=[O:14])=[O:10])C(=O)C1.[CH3:19][O:20][C:21]1[CH:35]=[CH:34][C:24]([CH2:25][N:26]2[CH2:32][C@H:31]([NH2:33])[CH2:30][O:29][CH2:28][CH2:27]2)=[CH:23][CH:22]=1, predict the reaction product. The product is: [CH3:19][O:20][C:21]1[CH:22]=[CH:23][C:24]([CH2:25][N:26]2[CH2:32][C@H:31]([NH:33][C:9]([O:11][N:12]3[C:13](=[O:14])[CH2:15][CH2:16][C:17]3=[O:18])=[O:10])[CH2:30][O:29][CH2:28][CH2:27]2)=[CH:34][CH:35]=1. (5) Given the reactants [CH3:1][S:2]([CH3:5])(=[NH:4])=[O:3].[N+:6]([C:9]1[CH:10]=[C:11]([N:15]=[C:16]=[O:17])[CH:12]=[CH:13][CH:14]=1)([O-:8])=[O:7], predict the reaction product. The product is: [CH3:1][S:2]([CH3:5])(=[N:4][C:16](=[O:17])[NH:15][C:11]1[CH:12]=[CH:13][CH:14]=[C:9]([N+:6]([O-:8])=[O:7])[CH:10]=1)=[O:3]. (6) Given the reactants [Cl:1][C:2]1[N:7]=[CH:6][C:5]([C:8]([F:11])([F:10])[F:9])=[C:4](Cl)[N:3]=1.[NH2:13][C:14]1[CH:23]=[CH:22][CH:21]=[CH:20][C:15]=1[C:16]([NH:18][CH3:19])=[O:17].C(N(CC)C(C)C)(C)C, predict the reaction product. The product is: [Cl:1][C:2]1[N:3]=[C:4]([NH:13][C:14]2[CH:23]=[CH:22][CH:21]=[CH:20][C:15]=2[C:16]([NH:18][CH3:19])=[O:17])[C:5]([C:8]([F:11])([F:10])[F:9])=[CH:6][N:7]=1.